Dataset: Reaction yield outcomes from USPTO patents with 853,638 reactions. Task: Predict the reaction yield, written as a fraction of the theoretical maximum amount of product (1.0 means a 100% yield; for example, 0.34 means a 34% yield). (1) The reactants are C(=O)([O-])[O-].[Na+].[Na+].[CH3:7][O:8][C@H:9]1[CH2:13][NH:12][C@@H:11]2[C@@H:14]([OH:17])[CH2:15][O:16][C@H:10]12.[CH:18]1[C:30]2[CH:29]([CH2:31][O:32][C:33](Cl)=[O:34])[C:28]3[C:23](=[CH:24][CH:25]=[CH:26][CH:27]=3)[C:22]=2[CH:21]=[CH:20][CH:19]=1. The catalyst is O.O1CCOCC1. The product is [OH:17][C@@H:14]1[C@H:11]2[N:12]([C:33]([O:32][CH2:31][CH:29]3[C:28]4[CH:27]=[CH:26][CH:25]=[CH:24][C:23]=4[C:22]4[C:30]3=[CH:18][CH:19]=[CH:20][CH:21]=4)=[O:34])[CH2:13][C@H:9]([O:8][CH3:7])[C@H:10]2[O:16][CH2:15]1. The yield is 0.660. (2) The product is [CH:35]1([N:30]2[CH2:29][C:28]3([CH2:38][CH2:39][N:25]([S:22]([C:19]4[CH:18]=[CH:17][C:16]([C:8]5[CH:9]=[CH:10][CH:11]=[C:6]([C:5]6[NH:1][N:2]=[CH:3][CH:4]=6)[CH:7]=5)=[CH:21][CH:20]=4)(=[O:23])=[O:24])[CH2:26][CH2:27]3)[O:33][CH2:32][C:31]2=[O:34])[CH2:36][CH2:37]1. The reactants are [NH:1]1[C:5]([C:6]2[CH:7]=[C:8](B(O)O)[CH:9]=[CH:10][CH:11]=2)=[CH:4][CH:3]=[N:2]1.Br[C:16]1[CH:21]=[CH:20][C:19]([S:22]([N:25]2[CH2:39][CH2:38][C:28]3([O:33][CH2:32][C:31](=[O:34])[N:30]([CH:35]4[CH2:37][CH2:36]4)[CH2:29]3)[CH2:27][CH2:26]2)(=[O:24])=[O:23])=[CH:18][CH:17]=1. No catalyst specified. The yield is 0.410. (3) The reactants are [Cl:1][C:2]1[C:10]([CH3:11])=[CH:9][CH:8]=[CH:7][C:3]=1[C:4]([OH:6])=[O:5].S(=O)(=O)(O)O.[CH3:17]O. No catalyst specified. The product is [Cl:1][C:2]1[C:10]([CH3:11])=[CH:9][CH:8]=[CH:7][C:3]=1[C:4]([O:6][CH3:17])=[O:5]. The yield is 0.660. (4) The reactants are C(O[C:4](=[O:21])[CH2:5][C:6]([CH:8]1[CH2:13][CH2:12][N:11]([C:14]([O:16][C:17]([CH3:20])([CH3:19])[CH3:18])=[O:15])[CH2:10][CH2:9]1)=O)C.[Cl:22][C:23]1[CH:24]=[C:25]2[C:29](=[CH:30][CH:31]=1)[NH:28][N:27]=[C:26]2[NH2:32].P([O-])([O-])([O-])=O.[K+].[K+].[K+]. The catalyst is O1CCOCC1. The product is [Cl:22][C:23]1[CH:31]=[CH:30][C:29]2[C:25](=[C:26]3[NH:32][C:6]([CH:8]4[CH2:9][CH2:10][N:11]([C:14]([O:16][C:17]([CH3:18])([CH3:19])[CH3:20])=[O:15])[CH2:12][CH2:13]4)=[CH:5][C:4](=[O:21])[N:27]3[N:28]=2)[CH:24]=1. The yield is 0.0600. (5) The reactants are [NH2:1][C:2]1[CH:7]=[C:6]([Cl:8])[CH:5]=[C:4]([CH2:9][CH:10]=[CH2:11])[C:3]=1[O:12][CH3:13].[N:14]([O-])=O.[Na+].O.O.Cl[Sn]Cl. No catalyst specified. The product is [CH2:9]([C:4]1[C:3]([O:12][CH3:13])=[C:2]([NH:1][NH2:14])[CH:7]=[C:6]([Cl:8])[CH:5]=1)[CH:10]=[CH2:11]. The yield is 0.820. (6) The reactants are Br[C:2]1[C:3](=[O:14])[C:4]([CH3:13])([CH3:12])[O:5][C:6]=1[C:7]1[N:8]=[CH:9][S:10][CH:11]=1.CC1(C)C(C)(C)OB([C:23]2[CH:40]=[CH:39][C:26]([O:27][CH2:28][C:29]3[CH:38]=[CH:37][C:36]4[C:31](=[CH:32][CH:33]=[CH:34][CH:35]=4)[N:30]=3)=[CH:25][CH:24]=2)O1.C([O-])([O-])=O.[Cs+].[Cs+]. The catalyst is C1(C)C=CC=CC=1.O.C1C=CC(P(C2C=CC=CC=2)[C-]2C=CC=C2)=CC=1.C1C=CC(P(C2C=CC=CC=2)[C-]2C=CC=C2)=CC=1.Cl[Pd]Cl.[Fe+2]. The product is [CH3:12][C:4]1([CH3:13])[C:3](=[O:14])[C:2]([C:23]2[CH:24]=[CH:25][C:26]([O:27][CH2:28][C:29]3[CH:38]=[CH:37][C:36]4[C:31](=[CH:32][CH:33]=[CH:34][CH:35]=4)[N:30]=3)=[CH:39][CH:40]=2)=[C:6]([C:7]2[N:8]=[CH:9][S:10][CH:11]=2)[O:5]1. The yield is 0.180. (7) The reactants are [CH3:1][C:2]1[NH:3][C:4]2[C:9]([CH:10]=1)=[CH:8][C:7]([C:11]([OH:13])=O)=[CH:6][CH:5]=2.[NH:14]1[CH2:19][CH2:18][CH2:17][C@@H:16]2[C:20]3[CH:21]=[CH:22][CH:23]=[CH:24][C:25]=3[CH2:26][C@H:15]12.F[P-](F)(F)(F)(F)F.N1(OC(N(C)C)=[N+](C)C)C2N=CC=CC=2N=N1. No catalyst specified. The product is [N:14]1([C:11]([C:7]2[CH:8]=[C:9]3[C:4](=[CH:5][CH:6]=2)[NH:3][C:2]([CH3:1])=[CH:10]3)=[O:13])[CH2:19][CH2:18][CH2:17][C@@H:16]2[C:20]3[CH:21]=[CH:22][CH:23]=[CH:24][C:25]=3[CH2:26][C@H:15]12. The yield is 0.390. (8) The reactants are C(O)(C(F)(F)F)=O.[NH2:8][C:9](=[O:47])[CH:10]([C:12]1[CH:46]=[CH:45][CH:44]=[CH:43][C:13]=1[CH2:14][CH2:15][C:16]1[C:21]([Cl:22])=[CH:20][N:19]=[C:18]([NH:23][C:24]2[CH:25]=[CH:26][C:27]([CH:30]3[CH2:35][CH2:34][N:33](C(OC(C)(C)C)=O)[CH2:32][CH2:31]3)=[N:28][CH:29]=2)[N:17]=1)[CH3:11]. The catalyst is C(Cl)Cl. The product is [Cl:22][C:21]1[C:16]([CH2:15][CH2:14][C:13]2[CH:43]=[CH:44][CH:45]=[CH:46][C:12]=2[CH:10]([CH3:11])[C:9]([NH2:8])=[O:47])=[N:17][C:18]([NH:23][C:24]2[CH:29]=[N:28][C:27]([CH:30]3[CH2:35][CH2:34][NH:33][CH2:32][CH2:31]3)=[CH:26][CH:25]=2)=[N:19][CH:20]=1. The yield is 0.820. (9) The reactants are [CH2:1]([N:3]([S:10]([C:13]1[CH:18]=[CH:17][C:16]([F:19])=[CH:15][CH:14]=1)(=[O:12])=[O:11])[C:4]1([C:7]([OH:9])=O)[CH2:6][CH2:5]1)[CH3:2].CCOC(OC(OCC)=O)=O.[F:31][C:32]([F:49])([F:48])[O:33][C:34]1[CH:39]=[CH:38][C:37]([C:40]2[CH:45]=[C:44]([CH2:46][NH2:47])[CH:43]=[CH:42][N:41]=2)=[CH:36][CH:35]=1. The catalyst is C1COCC1. The product is [CH2:1]([N:3]([S:10]([C:13]1[CH:18]=[CH:17][C:16]([F:19])=[CH:15][CH:14]=1)(=[O:12])=[O:11])[C:4]1([C:7]([NH:47][CH2:46][C:44]2[CH:43]=[CH:42][N:41]=[C:40]([C:37]3[CH:36]=[CH:35][C:34]([O:33][C:32]([F:49])([F:31])[F:48])=[CH:39][CH:38]=3)[CH:45]=2)=[O:9])[CH2:5][CH2:6]1)[CH3:2]. The yield is 0.300. (10) The reactants are Cl[C:2]1[N:7]=[C:6]([NH:8][C:9]2[CH:13]=[C:12]([O:14][CH:15]([CH3:17])[CH3:16])[NH:11][N:10]=2)[C:5]([N+:18]([O-:20])=[O:19])=[CH:4][CH:3]=1.[F:21][C:22]1[CH:27]=[CH:26][C:25]([C@@H:28]([NH2:30])[CH3:29])=[CH:24][CH:23]=1.CCN(C(C)C)C(C)C. The catalyst is CCCCO. The product is [F:21][C:22]1[CH:27]=[CH:26][C:25]([C@@H:28]([NH:30][C:2]2[N:7]=[C:6]([NH:8][C:9]3[CH:13]=[C:12]([O:14][CH:15]([CH3:17])[CH3:16])[NH:11][N:10]=3)[C:5]([N+:18]([O-:20])=[O:19])=[CH:4][CH:3]=2)[CH3:29])=[CH:24][CH:23]=1. The yield is 0.970.